From a dataset of Forward reaction prediction with 1.9M reactions from USPTO patents (1976-2016). Predict the product of the given reaction. (1) Given the reactants [CH3:1][O:2][C:3]1[CH:29]=[CH:28][C:6]([CH2:7][N:8]2[C:12]3=[N:13][CH:14]=[CH:15][C:16]([O:17][C:18]4[CH:23]=[CH:22][C:21]([N+:24]([O-])=O)=[CH:20][C:19]=4[F:27])=[C:11]3[CH:10]=[N:9]2)=[CH:5][CH:4]=1.CO.[NH4+].[Cl-].Cl, predict the reaction product. The product is: [CH3:1][O:2][C:3]1[CH:4]=[CH:5][C:6]([CH2:7][N:8]2[C:12]3=[N:13][CH:14]=[CH:15][C:16]([O:17][C:18]4[CH:23]=[CH:22][C:21]([NH2:24])=[CH:20][C:19]=4[F:27])=[C:11]3[CH:10]=[N:9]2)=[CH:28][CH:29]=1. (2) Given the reactants [CH:1]1[CH:6]=[C:5]2N=NN(O)[C:4]2=[CH:3][CH:2]=1.O.[CH3:12][CH2:13][N:14]=[C:15]=[N:16][CH2:17][CH2:18]CN(C)C.Cl.[CH2:24]([O:26][C:27]([N:29]1[CH2:34][CH2:33][N:32]([C:35](=[O:47])[C@@H:36]([NH2:46])[CH2:37][CH2:38][C:39]([O:41][C:42]([CH3:45])([CH3:44])[CH3:43])=[O:40])[CH2:31][CH2:30]1)=[O:28])[CH3:25].[NH4+].[Cl-].CN([CH:53]=[O:54])C, predict the reaction product. The product is: [CH2:24]([O:26][C:27]([N:29]1[CH2:30][CH2:31][N:32]([C:35](=[O:47])[C@@H:36]([NH:46][C:53]([C:17]2[CH:18]=[C:13]([CH3:12])[N:14]=[C:15]([C:5]3[CH:4]=[CH:3][CH:2]=[CH:1][CH:6]=3)[N:16]=2)=[O:54])[CH2:37][CH2:38][C:39]([O:41][C:42]([CH3:43])([CH3:45])[CH3:44])=[O:40])[CH2:33][CH2:34]1)=[O:28])[CH3:25].